Dataset: Forward reaction prediction with 1.9M reactions from USPTO patents (1976-2016). Task: Predict the product of the given reaction. (1) Given the reactants [Na].[CH3:2][NH:3][C:4]([NH:6][CH2:7][C:8]1([C:13]2[CH:18]=[CH:17][CH:16]=[CH:15][CH:14]=2)[O:12][CH2:11][CH2:10][O:9]1)=[O:5].[CH2:19]([CH:26]([C:32]([O:34]CC)=O)[C:27]([O:29]CC)=O)[C:20]1[CH:25]=[CH:24][CH:23]=[CH:22][CH:21]=1, predict the reaction product. The product is: [CH2:19]([CH:26]1[C:27](=[O:29])[N:3]([CH3:2])[C:4](=[O:5])[N:6]([CH2:7][C:8]2([C:13]3[CH:18]=[CH:17][CH:16]=[CH:15][CH:14]=3)[O:9][CH2:10][CH2:11][O:12]2)[C:32]1=[O:34])[C:20]1[CH:21]=[CH:22][CH:23]=[CH:24][CH:25]=1. (2) Given the reactants [F:1][C:2]1[CH:3]=[CH:4][C:5]2[N:6]([C:8]([N:11]3[CH2:16][CH2:15][N:14]([CH2:17][CH2:18][OH:19])[CH2:13][CH2:12]3)=[N:9][N:10]=2)[CH:7]=1.CCN(CC)CC.FC(F)(F)S(O[Si:33]([CH:40]([CH3:42])[CH3:41])([CH:37]([CH3:39])[CH3:38])[CH:34]([CH3:36])[CH3:35])(=O)=O, predict the reaction product. The product is: [F:1][C:2]1[CH:3]=[CH:4][C:5]2[N:6]([C:8]([N:11]3[CH2:16][CH2:15][N:14]([CH2:17][CH2:18][O:19][Si:33]([CH:40]([CH3:42])[CH3:41])([CH:37]([CH3:39])[CH3:38])[CH:34]([CH3:36])[CH3:35])[CH2:13][CH2:12]3)=[N:9][N:10]=2)[CH:7]=1.